From a dataset of Reaction yield outcomes from USPTO patents with 853,638 reactions. Predict the reaction yield, written as a fraction of the theoretical maximum amount of product (1.0 means a 100% yield; for example, 0.34 means a 34% yield). (1) The reactants are [NH2:1][C:2]1[CH:3]=[C:4]([CH:9]=[CH:10][C:11]=1[NH:12][C:13]1[CH:14]=[C:15]([CH3:19])[CH:16]=[CH:17][CH:18]=1)[C:5]([O:7][CH3:8])=[O:6].[C:20](OCC)(OCC)(OCC)[CH3:21]. The catalyst is C(O)(=O)C. The product is [CH3:20][C:21]1[N:12]([C:13]2[CH:14]=[C:15]([CH3:19])[CH:16]=[CH:17][CH:18]=2)[C:11]2[CH:10]=[CH:9][C:4]([C:5]([O:7][CH3:8])=[O:6])=[CH:3][C:2]=2[N:1]=1. The yield is 0.860. (2) The reactants are [C:1](Cl)(=[O:3])[CH3:2].[N+:5]([C:8]1[CH:9]=[CH:10][C:11]2[CH2:17][CH2:16][CH2:15][CH2:14][NH:13][C:12]=2[CH:18]=1)([O-:7])=[O:6].C([O-])(O)=O.[Na+]. The catalyst is C(Cl)Cl. The product is [N+:5]([C:8]1[CH:9]=[CH:10][C:11]2[CH2:17][CH2:16][CH2:15][CH2:14][N:13]([C:1](=[O:3])[CH3:2])[C:12]=2[CH:18]=1)([O-:7])=[O:6]. The yield is 0.800.